From a dataset of Reaction yield outcomes from USPTO patents with 853,638 reactions. Predict the reaction yield, written as a fraction of the theoretical maximum amount of product (1.0 means a 100% yield; for example, 0.34 means a 34% yield). (1) The reactants are [F:1][C:2]1[CH:7]=[C:6]([O:8]C)[CH:5]=[C:4]([F:10])[C:3]=1[N:11]1[CH:15]=[C:14]([C:16]([F:19])([F:18])[F:17])[CH:13]=[N:12]1.B(Br)(Br)Br. The catalyst is ClCCl. The product is [F:1][C:2]1[CH:7]=[C:6]([OH:8])[CH:5]=[C:4]([F:10])[C:3]=1[N:11]1[CH:15]=[C:14]([C:16]([F:18])([F:19])[F:17])[CH:13]=[N:12]1. The yield is 0.880. (2) The reactants are Cl[C:2]1[C:3]([NH2:12])=[N:4][C:5]2[C:10]([N:11]=1)=[CH:9][CH:8]=[CH:7][CH:6]=2.[NH2:13][CH:14]([CH2:17][CH3:18])[CH2:15][CH3:16]. No catalyst specified. The product is [CH3:16][CH2:15][CH:14]([NH:13][C:2]1[C:3]([NH2:12])=[N:4][C:5]2[C:10](=[CH:9][CH:8]=[CH:7][CH:6]=2)[N:11]=1)[CH2:17][CH3:18]. The yield is 0.780. (3) The reactants are Br[C:2]1[CH:29]=[CH:28][C:5]([CH2:6][NH:7][C:8]2[N:25]=[CH:24][C:23]([C:26]#[N:27])=[CH:22][C:9]=2[C:10]([NH:12][C@H:13]([C:15]2[CH:20]=[CH:19][C:18]([F:21])=[CH:17][CH:16]=2)[CH3:14])=[O:11])=[C:4]([F:30])[CH:3]=1.CC([O-])=O.[K+].CS(C)=O.[CH3:40][C:41]1([CH3:57])[C:45]([CH3:47])([CH3:46])[O:44][B:43]([B:43]2[O:44][C:45]([CH3:47])([CH3:46])[C:41]([CH3:57])([CH3:40])[O:42]2)[O:42]1. The catalyst is O1CCOCC1.C1C=CC(P(C2C=CC=CC=2)[C-]2C=CC=C2)=CC=1.C1C=CC(P(C2C=CC=CC=2)[C-]2C=CC=C2)=CC=1.Cl[Pd]Cl.[Fe+2]. The product is [C:26]([C:23]1[CH:24]=[N:25][C:8]([NH:7][CH2:6][C:5]2[CH:28]=[CH:29][C:2]([B:43]3[O:44][C:45]([CH3:47])([CH3:46])[C:41]([CH3:57])([CH3:40])[O:42]3)=[CH:3][C:4]=2[F:30])=[C:9]([CH:22]=1)[C:10]([NH:12][C@H:13]([C:15]1[CH:20]=[CH:19][C:18]([F:21])=[CH:17][CH:16]=1)[CH3:14])=[O:11])#[N:27]. The yield is 0.770. (4) The reactants are [N+:1]([C:4]1[C:9]([CH:10]=O)=[CH:8][C:7]([O:12][CH3:13])=[C:6]([O:14][CH3:15])[CH:5]=1)([O-:3])=[O:2].[C:16]([CH2:18][C:19]([O:21][CH3:22])=[O:20])#[N:17].N1CCCCC1. The catalyst is CO. The product is [C:16]([C:18](=[CH:10][C:9]1[CH:8]=[C:7]([O:12][CH3:13])[C:6]([O:14][CH3:15])=[CH:5][C:4]=1[N+:1]([O-:3])=[O:2])[C:19]([O:21][CH3:22])=[O:20])#[N:17]. The yield is 0.780. (5) The reactants are [H-].[Na+].[OH:3][C:4]1[CH:9]=[CH:8][CH:7]=[CH:6][C:5]=1[NH:10]C(=O)C.Cl[C:15]1[CH:20]=[CH:19][C:18]([C:21]2[S:22][C:23]3[N:24]=[CH:25][N:26]=[CH:27][C:28]=3[N:29]=2)=[CH:17][C:16]=1[C:30]#[N:31].O. The catalyst is CS(C)=O. The product is [NH2:10][C:5]1[CH:6]=[CH:7][CH:8]=[CH:9][C:4]=1[O:3][C:15]1[CH:20]=[CH:19][C:18]([C:21]2[S:22][C:23]3[N:24]=[CH:25][N:26]=[CH:27][C:28]=3[N:29]=2)=[CH:17][C:16]=1[C:30]#[N:31]. The yield is 0.110. (6) The reactants are Br[C:2](Br)=[CH:3][C:4]1[CH:13]=[CH:12][C:7]([C:8]([O:10][CH3:11])=[O:9])=[CH:6][CH:5]=1.[C:15]([C:17]1[S:21][C:20]([NH:22][C:23](=[O:29])[O:24][C:25]([CH3:28])([CH3:27])[CH3:26])=[N:19][CH:18]=1)#[CH:16]. The catalyst is CN(C=O)C.C1C=CC(/C=C/C(/C=C/C2C=CC=CC=2)=O)=CC=1.C1C=CC(/C=C/C(/C=C/C2C=CC=CC=2)=O)=CC=1.C1C=CC(/C=C/C(/C=C/C2C=CC=CC=2)=O)=CC=1.[Pd].[Pd].C[N+]1C=CC(C2C3=NC(C=C3)=C(C3C=C[N+](C)=CC=3)C3=NC(C=C3)=C(C3C=C[N+](C)=CC=3)C3NC(=CC=3)C(C3C=C[N+](C)=CC=3)=C3NC=2C=C3)=CC=1. The product is [C:25]([O:24][C:23]([NH:22][C:20]1[S:21][C:17]([C:15]#[C:16][C:2]#[C:3][C:4]2[CH:13]=[CH:12][C:7]([C:8]([O:10][CH3:11])=[O:9])=[CH:6][CH:5]=2)=[CH:18][N:19]=1)=[O:29])([CH3:28])([CH3:27])[CH3:26]. The yield is 0.460.